Dataset: Forward reaction prediction with 1.9M reactions from USPTO patents (1976-2016). Task: Predict the product of the given reaction. (1) The product is: [F:10][C:2]([C:11]1[N:16]=[CH:15][N:14]=[C:13]([C:17]2[NH:19][O:20][C:21](=[O:22])[N:18]=2)[CH:12]=1)([F:1])[C:3]([F:9])([F:8])[C:4]([F:7])([F:6])[F:5]. Given the reactants [F:1][C:2]([C:11]1[N:16]=[CH:15][N:14]=[C:13]([C:17](=[N:19][OH:20])[NH2:18])[CH:12]=1)([F:10])[C:3]([F:9])([F:8])[C:4]([F:7])([F:6])[F:5].[C:21](N1C=CN=C1)(N1C=CN=C1)=[O:22].N12CCCN=C1CCCCC2.Cl, predict the reaction product. (2) Given the reactants [Si:1](Cl)([C:4]([CH3:7])([CH3:6])[CH3:5])([CH3:3])[CH3:2].CC([Si](C)(C)O[CH2:15][C@:16]12[CH2:33][CH2:32][C@H:31]3[C@@H:21]([CH2:22][CH:23]=[C:24]4[C@:29]3([CH3:30])CCCC4)[C@@H:20]1[CH:19]=[CH:18][C:17]2=[O:34])(C)C.C[Al](C)C.[C:41]1(C)C=CC=CC=1.C[Si](Cl)(C)C.[O:53]1[CH2:57][CH2:56][CH2:55][CH2:54]1, predict the reaction product. The product is: [CH3:5][C:4]([Si:1]([CH3:3])([CH3:2])[O:53][C@H:57]1[CH2:23][CH2:24][C@@:29]2([CH3:30])[C:55](=[CH:54][CH2:22][C@@H:21]3[C@@H:31]2[CH2:32][CH2:33][C@@:16]2([CH3:15])[C@H:20]3[C@@H:19]([CH3:41])[CH2:18][C:17]2=[O:34])[CH2:56]1)([CH3:7])[CH3:6]. (3) Given the reactants Cl[CH2:2][CH2:3][O:4][C:5]1[CH:29]=[CH:28][C:8]([CH2:9][N:10]2[C:18]3[C:13](=[CH:14][CH:15]=[CH:16][CH:17]=3)[C:12]3[CH2:19][CH2:20][O:21][C:22]4[CH:27]=[CH:26][CH:25]=[CH:24][C:23]=4[C:11]2=3)=[CH:7][CH:6]=1.[NH:30]1[CH2:35][CH2:34][CH2:33][CH2:32][CH2:31]1, predict the reaction product. The product is: [N:30]1([CH2:2][CH2:3][O:4][C:5]2[CH:29]=[CH:28][C:8]([CH2:9][N:10]3[C:18]4[C:13](=[CH:14][CH:15]=[CH:16][CH:17]=4)[C:12]4[CH2:19][CH2:20][O:21][C:22]5[CH:27]=[CH:26][CH:25]=[CH:24][C:23]=5[C:11]3=4)=[CH:7][CH:6]=2)[CH2:35][CH2:34][CH2:33][CH2:32][CH2:31]1. (4) Given the reactants C(OC([N:11]1[CH2:16][CH2:15][CH:14]([CH2:17][C:18](=O)[NH:19][CH:20]([C:37]2[C:42](Cl)=[N:41][CH:40]=[CH:39][N:38]=2)[C:21]2[CH:30]=[C:29]3[C:24]([CH:25]=[CH:26][C:27]([C:31]4[CH:36]=[CH:35][CH:34]=[CH:33][CH:32]=4)=[N:28]3)=[CH:23][CH:22]=2)[CH2:13][CH2:12]1)=O)C1C=CC=CC=1.[O:45]=P(Cl)(Cl)Cl.CN(C=O)C, predict the reaction product. The product is: [C:31]1([C:27]2[CH:26]=[CH:25][C:24]3[C:29](=[CH:30][C:21]([C:20]4[N:19]=[C:18]([CH2:17][CH:14]5[CH2:13][CH2:12][NH:11][CH2:16][CH2:15]5)[N:38]5[CH:39]=[CH:40][N:41]=[C:42]([OH:45])[C:37]=45)=[CH:22][CH:23]=3)[N:28]=2)[CH:32]=[CH:33][CH:34]=[CH:35][CH:36]=1.